From a dataset of Full USPTO retrosynthesis dataset with 1.9M reactions from patents (1976-2016). Predict the reactants needed to synthesize the given product. Given the product [CH3:26][C:23]1[C:22]2[C:16]3[CH:15]=[CH:14][C:13](/[CH:1]=[CH:2]/[C:3]4[CH:8]=[CH:7][CH:6]=[CH:5][CH:4]=4)=[CH:36][C:17]=3[C:18](=[O:35])[NH:19][C@@H:20]([CH2:27][C:28]([O:30][C:31]([CH3:34])([CH3:33])[CH3:32])=[O:29])[C:21]=2[O:25][N:24]=1, predict the reactants needed to synthesize it. The reactants are: [CH:1](/B(O)O)=[CH:2]\[C:3]1[CH:8]=[CH:7][CH:6]=[CH:5][CH:4]=1.Cl[C:13]1[CH:14]=[CH:15][C:16]2[C:22]3[C:23]([CH3:26])=[N:24][O:25][C:21]=3[C@H:20]([CH2:27][C:28]([O:30][C:31]([CH3:34])([CH3:33])[CH3:32])=[O:29])[NH:19][C:18](=[O:35])[C:17]=2[CH:36]=1.P(C(C)(C)C)(C(C)(C)C)C(C)(C)C.[H+].[B-](F)(F)(F)F.[O-]P([O-])([O-])=O.[K+].[K+].[K+].